This data is from Forward reaction prediction with 1.9M reactions from USPTO patents (1976-2016). The task is: Predict the product of the given reaction. (1) Given the reactants [Br:1][C:2]1[CH:3]=[C:4]([F:16])[CH:5]=[C:6]2[C:10]=1[NH:9][C:8]([C:11]([O:13][CH2:14][CH3:15])=[O:12])=[CH:7]2.[C:17](=O)([O-])[O-].[Cs+].[Cs+].IC.O, predict the reaction product. The product is: [Br:1][C:2]1[CH:3]=[C:4]([F:16])[CH:5]=[C:6]2[C:10]=1[N:9]([CH3:17])[C:8]([C:11]([O:13][CH2:14][CH3:15])=[O:12])=[CH:7]2. (2) Given the reactants [CH:1]([C:4]1[CH:9]=[CH:8][C:7]([SH:10])=[CH:6][CH:5]=1)([CH3:3])[CH3:2].Br[C:12]1[C:13]([NH2:18])=[N:14][CH:15]=[CH:16][CH:17]=1.CC1(C)C2C=CC=C(P(C3C=CC=CC=3)C3C=CC=CC=3)C=2OC2C1=CC=CC=2P(C1C=CC=CC=1)C1C=CC=CC=1.CCN(C(C)C)C(C)C, predict the reaction product. The product is: [CH3:2][CH:1]([C:4]1[CH:9]=[CH:8][C:7]([S:10][C:12]2[C:13]([NH2:18])=[N:14][CH:15]=[CH:16][CH:17]=2)=[CH:6][CH:5]=1)[CH3:3]. (3) Given the reactants [CH2:1]([Br:8])[C:2]1[CH:7]=[CH:6][CH:5]=[CH:4][CH:3]=1.[CH2:9]([N:15]1[CH:19]=[CH:18][N:17]=[CH:16]1)[N:10]1[CH:14]=[CH:13][N:12]=[CH:11]1, predict the reaction product. The product is: [Br-:8].[Br-:8].[CH3:1][C:2]1[CH:7]=[CH:6][C:5]([N+:17]2[CH:18]=[CH:19][N:15]([CH2:9][N:10]3[CH:14]=[CH:13][N+:12]([C:5]4[CH:6]=[CH:7][C:2]([CH3:1])=[CH:3][CH:4]=4)=[CH:11]3)[CH:16]=2)=[CH:4][CH:3]=1. (4) Given the reactants [Br:1][C:2]1[CH:3]=[CH:4][CH:5]=[C:6]2[C:11]=1[N:10]=[C:9](Cl)[CH:8]=[CH:7]2.[Li+].C[Si]([N-:18][Si](C)(C)C)(C)C, predict the reaction product. The product is: [Br:1][C:2]1[CH:3]=[CH:4][CH:5]=[C:6]2[C:11]=1[N:10]=[C:9]([NH2:18])[CH:8]=[CH:7]2. (5) Given the reactants [CH3:1][Mg]Br.[C:4]([C:8]1[CH2:12][CH2:11][C:10](=O)[CH:9]=1)([CH3:7])([CH3:6])[CH3:5].Cl, predict the reaction product. The product is: [CH3:1][C:11]1[CH2:10][CH:9]=[C:8]([C:4]([CH3:7])([CH3:6])[CH3:5])[CH:12]=1. (6) The product is: [CH2:7]([O:25][C:19]1[CH:18]=[CH:17][C:16]([Cl:15])=[CH:21][C:20]=1[C:22](=[O:24])[CH3:23])[C:8]1[CH:13]=[CH:12][CH:11]=[CH:10][CH:9]=1. Given the reactants C(=O)([O-])[O-].[K+].[K+].[CH2:7](Br)[C:8]1[CH:13]=[CH:12][CH:11]=[CH:10][CH:9]=1.[Cl:15][C:16]1[CH:17]=[CH:18][C:19]([OH:25])=[C:20]([C:22](=[O:24])[CH3:23])[CH:21]=1, predict the reaction product. (7) Given the reactants [CH3:1][C:2]1C=CC(S(OCCC#C)(=O)=O)=[CH:4][CH:3]=1.[N:16]1[CH:21]=[CH:20][CH:19]=[CH:18][C:17]=1[N:22]1[CH2:27][CH2:26][NH:25][CH2:24][CH2:23]1.C(N(C(C)C)CC)(C)C, predict the reaction product. The product is: [CH2:4]([N:25]1[CH2:24][CH2:23][N:22]([C:17]2[CH:18]=[CH:19][CH:20]=[CH:21][N:16]=2)[CH2:27][CH2:26]1)[CH2:3][C:2]#[CH:1]. (8) The product is: [Cl:28][C:23]1[CH:22]=[C:21]([C:12]([NH:11][CH:1]=[O:2])([CH2:18][CH:19]=[CH2:20])[C:13]([O:15][CH2:16][CH3:17])=[O:14])[CH:26]=[CH:25][C:24]=1[Cl:27]. Given the reactants [CH:1](O)=[O:2].C(OC(=O)C)(=O)C.[NH2:11][C:12]([C:21]1[CH:26]=[CH:25][C:24]([Cl:27])=[C:23]([Cl:28])[CH:22]=1)([CH2:18][CH:19]=[CH2:20])[C:13]([O:15][CH2:16][CH3:17])=[O:14], predict the reaction product. (9) Given the reactants C([O:8][C:9](=[O:42])[C:10]1[CH:15]=[CH:14][C:13]([N:16]2[CH2:21][CH2:20][N:19]([C:22]3[CH:27]=[CH:26][C:25]([C:28](=[O:41])[NH:29][C:30]4[CH:38]=[C:37]5[C:33]([CH:34]=[CH:35][N:36]5[CH2:39][CH3:40])=[CH:32][CH:31]=4)=[CH:24][N:23]=3)[CH2:18][CH2:17]2)=[CH:12][CH:11]=1)C1C=CC=CC=1.CCO.[H][H], predict the reaction product. The product is: [CH2:39]([N:36]1[C:37]2[C:33](=[CH:32][CH:31]=[C:30]([NH:29][C:28]([C:25]3[CH:26]=[CH:27][C:22]([N:19]4[CH2:18][CH2:17][N:16]([C:13]5[CH:12]=[CH:11][C:10]([C:9]([OH:42])=[O:8])=[CH:15][CH:14]=5)[CH2:21][CH2:20]4)=[N:23][CH:24]=3)=[O:41])[CH:38]=2)[CH:34]=[CH:35]1)[CH3:40].